The task is: Predict the product of the given reaction.. This data is from Forward reaction prediction with 1.9M reactions from USPTO patents (1976-2016). (1) Given the reactants [OH:1][C:2]1[CH:12]=[CH:11][C:5]([CH:6]=[CH:7][C:8]([OH:10])=[O:9])=[CH:4][CH:3]=1.[C:13]1([O:23][CH3:24])[C:14](=[CH:16][CH:17]=[C:18]([CH:22]=1)[CH:19]=[CH:20][CH3:21])O, predict the reaction product. The product is: [OH:1][C:2]1[CH:3]=[CH:4][C:5](/[CH:6]=[CH:7]/[C:8]([O:10][C:14]2[CH:16]=[CH:17][C:18](/[CH:19]=[CH:20]/[CH3:21])=[CH:22][C:13]=2[O:23][CH3:24])=[O:9])=[CH:11][CH:12]=1. (2) Given the reactants [CH2:1]([N:8]1[C:17]2[CH2:16][CH2:15][C:14]3([O:21][CH2:20][CH2:19][O:18]3)[CH2:13][C:12]=2[CH2:11][CH:10]([C:22]([OH:24])=[O:23])[CH2:9]1)[C:2]1[CH:7]=[CH:6][CH:5]=[CH:4][CH:3]=1.C(=O)([O-])[O-].[K+].[K+].[CH2:31](Br)[C:32]1[CH:37]=[CH:36][CH:35]=[CH:34][CH:33]=1.CNC, predict the reaction product. The product is: [CH2:1]([N:8]1[C:17]2[CH2:16][CH2:15][C:14]3([O:18][CH2:19][CH2:20][O:21]3)[CH2:13][C:12]=2[CH2:11][CH:10]([C:22]([O:24][CH2:31][C:32]2[CH:37]=[CH:36][CH:35]=[CH:34][CH:33]=2)=[O:23])[CH2:9]1)[C:2]1[CH:3]=[CH:4][CH:5]=[CH:6][CH:7]=1. (3) Given the reactants [C:1]([NH:4][C:5]1[CH:13]=[CH:12][C:8]([C:9](O)=[O:10])=[C:7]([CH3:14])[CH:6]=1)(=[O:3])[CH3:2].B.C1COCC1, predict the reaction product. The product is: [OH:10][CH2:9][C:8]1[CH:12]=[CH:13][C:5]([NH:4][C:1](=[O:3])[CH3:2])=[CH:6][C:7]=1[CH3:14]. (4) Given the reactants [CH3:1][Si:2](Cl)([CH3:4])[CH3:3].[CH:6]1([Na])[CH:10]=[CH:9][CH:8]=[CH:7]1, predict the reaction product. The product is: [CH3:1][Si:2]([C:7]1[CH2:6][CH:10]=[CH:9][CH:8]=1)([CH3:4])[CH3:3]. (5) Given the reactants [NH2:1][C:2]12[CH2:10][CH2:9][CH:6]([CH2:7][CH2:8]1)[CH2:5][N:4]1[C:11](=[O:29])[C:12]([OH:28])=[C:13]([C:15]3[NH:16][CH:17]=[C:18]([CH2:20][C:21]4[CH:26]=[CH:25][C:24]([F:27])=[CH:23][CH:22]=4)[N:19]=3)[N:14]=[C:3]21.[CH3:30][N:31]([CH3:37])[C:32](=[O:36])[C:33](O)=[O:34].C(N(CC)C(C)C)(C)C.CN(C(ON1N=NC2C=CC=NC1=2)=[N+](C)C)C.F[P-](F)(F)(F)(F)F, predict the reaction product. The product is: [F:27][C:24]1[CH:25]=[CH:26][C:21]([CH2:20][C:18]2[N:19]=[C:15]([C:13]3[N:14]=[C:3]4[C:2]5([NH:1][C:33](=[O:34])[C:32]([N:31]([CH3:37])[CH3:30])=[O:36])[CH2:8][CH2:7][CH:6]([CH2:9][CH2:10]5)[CH2:5][N:4]4[C:11](=[O:29])[C:12]=3[OH:28])[NH:16][CH:17]=2)=[CH:22][CH:23]=1.